From a dataset of Reaction yield outcomes from USPTO patents with 853,638 reactions. Predict the reaction yield, written as a fraction of the theoretical maximum amount of product (1.0 means a 100% yield; for example, 0.34 means a 34% yield). (1) The reactants are [Br:1][C:2]1[N:12]=[CH:11][C:5]2[O:6][CH2:7][C:8](=O)[NH:9][C:4]=2[CH:3]=1. The catalyst is C1COCC1. The product is [Br:1][C:2]1[N:12]=[CH:11][C:5]2[O:6][CH2:7][CH2:8][NH:9][C:4]=2[CH:3]=1. The yield is 0.900. (2) The reactants are [CH3:1][CH:2]1[S:7][CH2:6][CH2:5][CH2:4][S:3]1.C([Li])CCC.[F:13][C:14]([F:21])([F:20])[C:15]([O:17]CC)=O.[Cl-].[NH4+]. The catalyst is C1COCC1. The product is [F:21][C:14]([F:13])([F:20])[C:15]([C:2]1([CH3:1])[S:7][CH2:6][CH2:5][CH2:4][S:3]1)=[O:17]. The yield is 0.420. (3) No catalyst specified. The product is [C:12]1([C:10]2[CH:9]=[CH:8][CH:7]=[C:6]3[C:11]=2[C:2]([NH:27][CH2:28][C:29]2[CH:34]=[CH:33][CH:32]=[CH:31][N:30]=2)=[N:3][N:4]=[C:5]3[C:18]2[CH:19]=[N:20][CH:21]=[C:22]([CH:26]=2)[C:23]([O:25][CH2:35][CH3:36])=[O:24])[CH:17]=[CH:16][CH:15]=[CH:14][CH:13]=1. The reactants are Cl[C:2]1[C:11]2[C:6](=[CH:7][CH:8]=[CH:9][C:10]=2[C:12]2[CH:17]=[CH:16][CH:15]=[CH:14][CH:13]=2)[C:5]([C:18]2[CH:19]=[N:20][CH:21]=[C:22]([CH:26]=2)[C:23]([O-:25])=[O:24])=[N:4][N:3]=1.[NH2:27][CH2:28][C:29]1[CH:34]=[CH:33][CH:32]=[CH:31][N:30]=1.[C:35](NS(C1C=NC=C(C2C3C(=C(C4C=CC=CC=4)C=CC=3)C(NCC3C=CC=CN=3)=NN=2)C=1)(=O)=O)(C)(C)[CH3:36]. The yield is 0.880. (4) The reactants are [F:1][C:2]1[CH:7]=[CH:6][C:5]([F:8])=[CH:4][C:3]=1[S:9]([N:12]([C:16]1[CH:21]=[CH:20][CH:19]=[C:18]([C:22]2[C:26]([C:27]3[CH:32]=[CH:31][N:30]=[CH:29][CH:28]=3)=[CH:25][N:24]([CH:33]3[CH2:38][CH2:37][O:36][CH2:35][CH2:34]3)[N:23]=2)[C:17]=1[F:39])COC)(=[O:11])=[O:10]. The catalyst is C(O)(C(F)(F)F)=O.O. The product is [F:1][C:2]1[CH:7]=[CH:6][C:5]([F:8])=[CH:4][C:3]=1[S:9]([NH:12][C:16]1[CH:21]=[CH:20][CH:19]=[C:18]([C:22]2[C:26]([C:27]3[CH:32]=[CH:31][N:30]=[CH:29][CH:28]=3)=[CH:25][N:24]([CH:33]3[CH2:34][CH2:35][O:36][CH2:37][CH2:38]3)[N:23]=2)[C:17]=1[F:39])(=[O:11])=[O:10]. The yield is 0.850.